This data is from Forward reaction prediction with 1.9M reactions from USPTO patents (1976-2016). The task is: Predict the product of the given reaction. (1) Given the reactants [Si:1]([O:8][CH2:9][C@@H:10]([NH2:12])[CH3:11])([C:4]([CH3:7])([CH3:6])[CH3:5])([CH3:3])[CH3:2].[Cl:13][C:14]1[C:19]([CH2:20][CH:21]=O)=[C:18](Cl)[N:17]=[CH:16][N:15]=1, predict the reaction product. The product is: [Si:1]([O:8][CH2:9][C@@H:10]([N:12]1[C:18]2[N:17]=[CH:16][N:15]=[C:14]([Cl:13])[C:19]=2[CH:20]=[CH:21]1)[CH3:11])([C:4]([CH3:7])([CH3:6])[CH3:5])([CH3:3])[CH3:2]. (2) Given the reactants Br[C:2]1[N:3]=[C:4]([CH:15]2[CH2:20][CH2:19][O:18][CH2:17][CH2:16]2)[O:5][C:6]=1[S:7][C:8]1[CH:13]=[CH:12][C:11]([Cl:14])=[CH:10][CH:9]=1.[Li]CCCC.CN([CH:29]=[O:30])C, predict the reaction product. The product is: [Cl:14][C:11]1[CH:12]=[CH:13][C:8]([S:7][C:6]2[O:5][C:4]([CH:15]3[CH2:20][CH2:19][O:18][CH2:17][CH2:16]3)=[N:3][C:2]=2[CH:29]=[O:30])=[CH:9][CH:10]=1. (3) Given the reactants [N+:1]([C:4]1[CH:5]=[C:6]([N:10]2[C:14]3=[N:15][CH:16]=[N:17][C:18]([NH2:19])=[C:13]3[CH:12]=[N:11]2)[CH:7]=[CH:8][CH:9]=1)([O-])=O, predict the reaction product. The product is: [NH2:1][C:4]1[CH:5]=[C:6]([N:10]2[C:14]3=[N:15][CH:16]=[N:17][C:18]([NH2:19])=[C:13]3[CH:12]=[N:11]2)[CH:7]=[CH:8][CH:9]=1. (4) Given the reactants [C:1]1([S:7]([C:10]2[CH:11]=[C:12]3[C:17](=[CH:18][CH:19]=2)[C:16]([CH2:20][NH2:21])=[CH:15][CH:14]=[CH:13]3)(=[O:9])=[O:8])[CH:6]=[CH:5][CH:4]=[CH:3][CH:2]=1.[CH2:22]([O:29][C:30]([N:32]([CH2:34][C:35](O)=[O:36])[CH3:33])=[O:31])[C:23]1[CH:28]=[CH:27][CH:26]=[CH:25][CH:24]=1.ON1C2C=CC=CC=2N=N1.CC[N+](CCCN(C)C)=C=N, predict the reaction product. The product is: [CH2:22]([O:29][C:30](=[O:31])[N:32]([CH2:34][C:35](=[O:36])[NH:21][CH2:20][C:16]1[C:17]2[C:12](=[CH:11][C:10]([S:7]([C:1]3[CH:2]=[CH:3][CH:4]=[CH:5][CH:6]=3)(=[O:9])=[O:8])=[CH:19][CH:18]=2)[CH:13]=[CH:14][CH:15]=1)[CH3:33])[C:23]1[CH:28]=[CH:27][CH:26]=[CH:25][CH:24]=1. (5) The product is: [CH3:23][N:6]([CH:4]=[O:5])[CH3:7].[CH3:4][N:6]([CH3:7])[CH:45]=[O:44]. Given the reactants CCO[C:4]([NH:6][C:7]1C=CC(NCC2C=CC(F)=CC=2)=CC=1N)=[O:5].[CH3:23]C1(C)C2[C:45](=C(P(C3C=CC=CC=3)C3C=CC=CC=3)C=CC=2)[O:44]C2C(P(C3C=CC=CC=3)C3C=CC=CC=3)=CC=CC1=2.C1(P(C2C=CC=CC=2)C2C3OC4C(=CC=CC=4P(C4C=CC=CC=4)C4C=CC=CC=4)C(C)(C)C=3C=CC=2)C=CC=CC=1, predict the reaction product. (6) Given the reactants [F:1][C:2]1[CH:3]=[C:4]([N+:10]([O-:12])=[O:11])[CH:5]=[C:6]([F:9])[C:7]=1F.[F:13][C:14]1[CH:19]=[CH:18][C:17]([OH:20])=[CH:16][CH:15]=1.C([O-])([O-])=O.[Cs+].[Cs+], predict the reaction product. The product is: [F:13][C:14]1[CH:19]=[CH:18][C:17]([O:20][C:7]2[C:6]([F:9])=[CH:5][C:4]([N+:10]([O-:12])=[O:11])=[CH:3][C:2]=2[F:1])=[CH:16][CH:15]=1. (7) Given the reactants [CH3:1][C:2]1([NH:8][C:9](=[O:18])[O:10][CH2:11][C:12]2[CH:17]=[CH:16][CH:15]=[CH:14][CH:13]=2)[CH2:7][CH2:6][NH:5][CH2:4][CH2:3]1.Br[CH2:20][C:21]([O:23][CH2:24][CH3:25])=[O:22].C([O-])([O-])=O.[K+].[K+].O, predict the reaction product. The product is: [CH2:11]([O:10][C:9]([NH:8][C:2]1([CH3:1])[CH2:3][CH2:4][N:5]([CH2:20][C:21]([O:23][CH2:24][CH3:25])=[O:22])[CH2:6][CH2:7]1)=[O:18])[C:12]1[CH:17]=[CH:16][CH:15]=[CH:14][CH:13]=1. (8) Given the reactants [I:1][C:2]1[CH:7]=[CH:6][C:5](/[C:8](/[C:12]2[CH:17]=[CH:16][CH:15]=[C:14]([C:18]([F:21])([F:20])[F:19])[CH:13]=2)=[CH:9]\[CH2:10][OH:11])=[CH:4][CH:3]=1.[CH3:22][C:23]1[CH:33]=[C:32](OC/C=C(/C2C=CC(C#CCN3CCOCC3)=CC=2)\C2C=CC=CC=2)[CH:31]=[CH:30][C:24]=1[O:25][CH2:26][C:27]([OH:29])=[O:28].[C:59]1(P(C2C=CC=CC=2)C2C=CC=CC=2)C=CC=CC=1.N(C(OC(C)C)=O)=NC(OC(C)C)=O, predict the reaction product. The product is: [I:1][C:2]1[CH:7]=[CH:6][C:5](/[C:8](/[C:12]2[CH:17]=[CH:16][CH:15]=[C:14]([C:18]([F:19])([F:20])[F:21])[CH:13]=2)=[CH:9]\[CH2:10][O:11][C:32]2[CH:31]=[CH:30][C:24]([O:25][CH2:26][C:27]([O:29][CH3:59])=[O:28])=[C:23]([CH3:22])[CH:33]=2)=[CH:4][CH:3]=1. (9) Given the reactants [Br:1][C:2]1[C:7]([CH3:8])=[CH:6][C:5](I)=[CH:4][C:3]=1[CH3:10].[CH3:11][N:12]1[CH:17]=[C:16](B2OC(C)(C)C(C)(C)O2)[CH:15]=[CH:14][C:13]1=[O:27], predict the reaction product. The product is: [Br:1][C:2]1[C:7]([CH3:8])=[CH:6][C:5]([C:16]2[CH:15]=[CH:14][C:13](=[O:27])[N:12]([CH3:11])[CH:17]=2)=[CH:4][C:3]=1[CH3:10]. (10) Given the reactants [C:1]([N:4]1[CH2:9][CH2:8][CH:7]([CH2:10][N:11]2[C:15]3[CH:16]=[CH:17][C:18]([S:20]([CH:23]4[CH2:26][N:25](C(OC(C)(C)C)=O)[CH2:24]4)(=[O:22])=[O:21])=[CH:19][C:14]=3[N:13]=[C:12]2[CH2:34][C:35]([CH3:38])([CH3:37])[CH3:36])[CH2:6][CH2:5]1)(=[O:3])[CH3:2].FC(F)(F)C(O)=O, predict the reaction product. The product is: [NH:25]1[CH2:26][CH:23]([S:20]([C:18]2[CH:17]=[CH:16][C:15]3[N:11]([CH2:10][CH:7]4[CH2:8][CH2:9][N:4]([C:1](=[O:3])[CH3:2])[CH2:5][CH2:6]4)[C:12]([CH2:34][C:35]([CH3:38])([CH3:37])[CH3:36])=[N:13][C:14]=3[CH:19]=2)(=[O:22])=[O:21])[CH2:24]1.